Dataset: Catalyst prediction with 721,799 reactions and 888 catalyst types from USPTO. Task: Predict which catalyst facilitates the given reaction. (1) Reactant: [OH-].[Na+].[Br:3][C:4]1[CH:16]=[CH:15][C:14]2[C:13]3[C:8](=[CH:9][CH:10]=[CH:11][CH:12]=3)[CH2:7][C:6]=2[CH:5]=1.Br[CH2:18][CH2:19][CH3:20].[C:21]1(C)[CH:26]=CC=C[CH:22]=1. The catalyst class is: 689. Product: [CH2:18]([C:7]1([CH2:22][CH2:21][CH3:26])[C:6]2[CH:5]=[C:4]([Br:3])[CH:16]=[CH:15][C:14]=2[C:13]2[C:8]1=[CH:9][CH:10]=[CH:11][CH:12]=2)[CH2:19][CH3:20]. (2) Reactant: [Cl:1][C:2]1[N:10]=[C:9]2[C:5]([NH:6][CH:7]=[N:8]2)=[C:4]([N:11]2[CH:16]=[C:15]([CH3:17])[C:14](=[O:18])[C:13]([CH3:19])=[CH:12]2)[N:3]=1.[CH2:20](I)[CH3:21].C([O-])([O-])=O.[K+].[K+]. Product: [Cl:1][C:2]1[N:10]=[C:9]2[C:5]([N:6]=[CH:7][N:8]2[CH2:20][CH3:21])=[C:4]([N:11]2[CH:16]=[C:15]([CH3:17])[C:14](=[O:18])[C:13]([CH3:19])=[CH:12]2)[N:3]=1. The catalyst class is: 3. (3) Reactant: [Cl:1][C:2]1[CH:7]=[CH:6][CH:5]=[C:4]([CH:8]=[CH2:9])[C:3]=1[OH:10].[C:11]([O-])([O-])=O.[K+].[K+].CCO[CH2:20][CH3:21]. Product: [Cl:1][C:2]1[CH:7]=[CH:6][CH:5]=[C:4]([CH:8]=[CH2:9])[C:3]=1[O:10][CH:20]([CH3:21])[CH3:11]. The catalyst class is: 3. (4) Reactant: I[C:2]1[CH:3]=[C:4]2[C:8](=[CH:9][CH:10]=1)[N:7]([CH:11]1[CH2:16][CH2:15][CH2:14][CH2:13][O:12]1)[N:6]=[C:5]2[CH:17]=[O:18].[N:19]1[CH:24]=[CH:23][CH:22]=[C:21](B(O)O)[CH:20]=1.[O-]P([O-])([O-])=O.[K+].[K+].[K+].O. Product: [N:19]1[CH:24]=[CH:23][CH:22]=[C:21]([C:2]2[CH:3]=[C:4]3[C:8](=[CH:9][CH:10]=2)[N:7]([CH:11]2[CH2:16][CH2:15][CH2:14][CH2:13][O:12]2)[N:6]=[C:5]3[CH:17]=[O:18])[CH:20]=1. The catalyst class is: 12. (5) Reactant: [C:1]1([C:7]([CH3:27])([CH2:13][N:14]([CH3:26])[C:15]([NH:17][C:18]([CH3:25])([CH2:20][C:21]([CH3:24])([CH3:23])[CH3:22])[CH3:19])=[O:16])[C:8](OCC)=[O:9])[CH2:6][CH2:5][CH2:4][CH2:3][CH:2]=1.CC([O-])(C)C.[K+]. Product: [C:1]1([C:7]2([CH3:27])[CH2:13][N:14]([CH3:26])[C:15](=[O:16])[N:17]([C:18]([CH3:19])([CH2:20][C:21]([CH3:23])([CH3:24])[CH3:22])[CH3:25])[C:8]2=[O:9])[CH2:6][CH2:5][CH2:4][CH2:3][CH:2]=1. The catalyst class is: 3. (6) The catalyst class is: 12. Product: [CH3:67][C:41]([S:43][C:44]1[CH:45]=[CH:46][C:47]([C:48]([O:50][CH2:51][C:52]2[N:53]=[N:54][N:55]([CH2:57][C:58]3[CH:59]=[CH:60][C:61]([CH3:64])=[CH:62][CH:63]=3)[CH:56]=2)=[O:49])=[CH:65][CH:66]=1)([CH3:42])[C:40]([OH:68])=[O:39]. Reactant: C(OC(=O)C(C)(SC1C=CC(C(OCC2N(CC3C=CC(C)=CC=3)N=NC=2)=O)=CC=1)C)(C)(C)C.C([O:39][C:40](=[O:68])[C:41]([CH3:67])([S:43][C:44]1[CH:66]=[CH:65][C:47]([C:48]([O:50][CH2:51][C:52]2[N:53]=[N:54][N:55]([CH2:57][C:58]3[CH:63]=[CH:62][C:61]([CH3:64])=[CH:60][CH:59]=3)[CH:56]=2)=[O:49])=[CH:46][CH:45]=1)[CH3:42])(C)(C)C.Cl. (7) Reactant: Cl[C:2]1[C:11]2[C:6](=[CH:7][CH:8]=[C:9]([O:12][CH:13]3[CH2:18][CH2:17][N:16](C(OC(C)(C)C)=O)[CH2:15][CH2:14]3)[CH:10]=2)[N:5]=[CH:4][N:3]=1.C(N(CC)C(C)C)(C)C.[Cl:35][C:36]1[CH:37]=[C:38]([CH:40]=[CH:41][C:42]=1[O:43][CH2:44][C:45]1[CH:50]=[CH:49][CH:48]=[CH:47][N:46]=1)[NH2:39].Cl. Product: [Cl:35][C:36]1[CH:37]=[C:38]([NH:39][C:2]2[C:11]3[C:6](=[CH:7][CH:8]=[C:9]([O:12][CH:13]4[CH2:14][CH2:15][NH:16][CH2:17][CH2:18]4)[CH:10]=3)[N:5]=[CH:4][N:3]=2)[CH:40]=[CH:41][C:42]=1[O:43][CH2:44][C:45]1[CH:50]=[CH:49][CH:48]=[CH:47][N:46]=1. The catalyst class is: 41. (8) Product: [NH2:38][C:33]1[NH:34][N:35]=[C:36]([CH3:37])[C:32]=1[C:30]1[S:31][C:27]2[CH:26]=[C:25]([S:17]([NH2:39])(=[O:19])=[O:18])[CH:24]=[C:23]([F:22])[C:28]=2[N:29]=1. Reactant: NC1NN=C(C)C=1C1SC2C([S:17](Cl)(=[O:19])=[O:18])=CC=C(F)C=2N=1.[F:22][C:23]1[C:28]2[N:29]=[C:30]([C:32]3[C:36]([CH3:37])=[N:35][NH:34][C:33]=3[NH2:38])[S:31][C:27]=2[CH:26]=[CH:25][CH:24]=1.[NH3:39]. The catalyst class is: 8.